This data is from Full USPTO retrosynthesis dataset with 1.9M reactions from patents (1976-2016). The task is: Predict the reactants needed to synthesize the given product. (1) Given the product [C:38]([C:37]1[CH:36]=[C:35]([C:33]#[C:34][C:2]2[C:7]([C:8]([F:11])([F:10])[F:9])=[CH:6][N:5]=[C:4]([NH:12][C:13]3[CH:32]=[CH:31][C:16]([CH2:17][N:18]4[CH2:23][CH2:22][N:21]([C:24]([O:26][C:27]([CH3:30])([CH3:29])[CH3:28])=[O:25])[CH2:20][CH2:19]4)=[CH:15][CH:14]=3)[N:3]=2)[CH:43]=[CH:42][CH:41]=1)(=[O:39])[NH2:40], predict the reactants needed to synthesize it. The reactants are: Cl[C:2]1[C:7]([C:8]([F:11])([F:10])[F:9])=[CH:6][N:5]=[C:4]([NH:12][C:13]2[CH:32]=[CH:31][C:16]([CH2:17][N:18]3[CH2:23][CH2:22][N:21]([C:24]([O:26][C:27]([CH3:30])([CH3:29])[CH3:28])=[O:25])[CH2:20][CH2:19]3)=[CH:15][CH:14]=2)[N:3]=1.[C:33]([C:35]1[CH:36]=[C:37]([CH:41]=[CH:42][CH:43]=1)[C:38]([NH2:40])=[O:39])#[CH:34].C1(P(C2C=CC=CC=2)C2C=CC=CC=2)C=CC=CC=1.C(N(CC)CC)C. (2) Given the product [CH3:12][C:8]1([CH3:13])[CH2:7][CH2:6][CH2:5][C:4]2[CH:3]=[C:2]([B:23]([OH:24])[OH:22])[CH:11]=[CH:10][C:9]1=2, predict the reactants needed to synthesize it. The reactants are: Br[C:2]1[CH:3]=[C:4]2[C:9](=[CH:10][CH:11]=1)[C:8]([CH3:13])([CH3:12])[CH2:7][CH2:6][CH2:5]2.[Li]CCCC.C([O:22][B:23](OC(C)C)[O:24]C(C)C)(C)C. (3) Given the product [O:31]=[C:28]1[O:27][CH2:26][C:25]([N:14]2[C:13](=[O:16])[CH2:12][C:11]3([CH2:10][CH2:9][NH:8][CH2:18][CH2:17]3)[CH2:15]2)=[CH:29]1, predict the reactants needed to synthesize it. The reactants are: C(OC([N:8]1[CH2:18][CH2:17][C:11]2([CH2:15][NH:14][C:13](=[O:16])[CH2:12]2)[CH2:10][CH2:9]1)=O)(C)(C)C.FC(F)(F)S(O[C:25]1[CH2:26][O:27][C:28](=[O:31])[C:29]=1C)(=O)=O.CC1C(=O)OCC=1N1CCCC2(CCNCC2)C1=O. (4) Given the product [Cl:1][C:2]1[N:3]=[C:4]([N:14]2[CH2:15][CH2:16][O:17][CH2:18][CH2:19]2)[C:5]2[N:11]=[C:10]([C:12]([OH:20])=[O:13])[CH:9]=[CH:8][C:6]=2[N:7]=1, predict the reactants needed to synthesize it. The reactants are: [Cl:1][C:2]1[N:3]=[C:4]([N:14]2[CH2:19][CH2:18][O:17][CH2:16][CH2:15]2)[C:5]2[N:11]=[C:10]([CH:12]=[O:13])[CH:9]=[CH:8][C:6]=2[N:7]=1.[OH:20]OS([O-])=O.[K+]. (5) Given the product [F:25][C:2]1([F:1])[O:6][C:5]2[CH:7]=[CH:8][C:9]([N:11]3[CH:16]=[CH:15][C:14](=[O:17])[C:13]([C:18]4[N:26]([C:28]5[CH:33]=[CH:32][N:31]=[C:30]([CH3:34])[CH:29]=5)[N:27]=[CH:20][CH:19]=4)=[N:12]3)=[CH:10][C:4]=2[O:3]1, predict the reactants needed to synthesize it. The reactants are: [F:1][C:2]1([F:25])[O:6][C:5]2[CH:7]=[CH:8][C:9]([N:11]3[CH:16]=[CH:15][C:14](=[O:17])[C:13]([C:18](=O)/[CH:19]=[CH:20]/N(C)C)=[N:12]3)=[CH:10][C:4]=2[O:3]1.[NH:26]([C:28]1[CH:33]=[CH:32][N:31]=[C:30]([CH3:34])[CH:29]=1)[NH2:27].